The task is: Predict the product of the given reaction.. This data is from Forward reaction prediction with 1.9M reactions from USPTO patents (1976-2016). (1) Given the reactants [CH:1]1([CH2:7][O:8][C:9]2[C:10]3[N:11]([C:15]([C:19]([NH:21][C:22]4([CH2:38][C:39]([O:41][CH3:42])=[O:40])[CH2:27][CH2:26][N:25](C(OCC5C=CC=CC=5)=O)[CH2:24][CH2:23]4)=[O:20])=[C:16]([CH3:18])[N:17]=3)[CH:12]=[CH:13][CH:14]=2)[CH2:6][CH2:5][CH2:4][CH2:3][CH2:2]1, predict the reaction product. The product is: [CH3:42][O:41][C:39](=[O:40])[CH2:38][C:22]1([NH:21][C:19]([C:15]2[N:11]3[CH:12]=[CH:13][CH:14]=[C:9]([O:8][CH2:7][CH:1]4[CH2:2][CH2:3][CH2:4][CH2:5][CH2:6]4)[C:10]3=[N:17][C:16]=2[CH3:18])=[O:20])[CH2:23][CH2:24][NH:25][CH2:26][CH2:27]1. (2) Given the reactants [CH3:1][O:2][N:3]=[CH:4][C:5]1[CH:10]=[CH:9][C:8]([C:11]#[N:12])=[CH:7][CH:6]=1.C([BH3-])#N.[Na+], predict the reaction product. The product is: [C:11]([C:8]1[CH:9]=[CH:10][C:5]([CH2:4][NH:3][O:2][CH3:1])=[CH:6][CH:7]=1)#[N:12]. (3) Given the reactants [CH3:1][O:2][C:3]1[CH:18]=[C:17]([C:19]([F:22])([F:21])[F:20])[CH:16]=[C:15]([S:23][CH3:24])[C:4]=1[C:5]([NH:7][CH:8]1[C:13](=O)[CH2:12][CH2:11][O:10][CH2:9]1)=[O:6].C(O)(=O)C.[NH:29]1[CH2:33][CH2:32][CH2:31][CH2:30]1.C(O[BH-](OC(=O)C)OC(=O)C)(=O)C.[Na+], predict the reaction product. The product is: [CH3:1][O:2][C:3]1[CH:18]=[C:17]([C:19]([F:20])([F:22])[F:21])[CH:16]=[C:15]([S:23][CH3:24])[C:4]=1[C:5]([NH:7][C@H:8]1[C@@H:13]([N:29]2[CH2:33][CH2:32][CH2:31][CH2:30]2)[CH2:12][CH2:11][O:10][CH2:9]1)=[O:6]. (4) Given the reactants [CH3:1][Si:2]([CH3:7])([CH3:6])[C:3]#[C:4][CH3:5].[NH2:8][C:9]1[CH:16]=[CH:15][C:12]([C:13]#[N:14])=[CH:11][C:10]=1I.[Cl-].[Li+].C(=O)([O-])[O-].[Na+].[Na+], predict the reaction product. The product is: [CH3:5][C:4]1[C:16]2[C:9](=[CH:10][CH:11]=[C:12]([C:13]#[N:14])[CH:15]=2)[NH:8][C:3]=1[Si:2]([CH3:7])([CH3:6])[CH3:1]. (5) Given the reactants Br[C:2]1[CH:3]=[C:4]([CH:18]=[CH:19][C:20]=1[O:21][CH3:22])[CH2:5][O:6][C:7]1[CH:12]=[CH:11][CH:10]=[CH:9][C:8]=1[CH2:13][C:14]([O:16][CH3:17])=[O:15].[CH3:23][C:24]1([CH3:40])[C:28]([CH3:30])([CH3:29])[O:27][B:26]([B:26]2[O:27][C:28]([CH3:30])([CH3:29])[C:24]([CH3:40])([CH3:23])[O:25]2)[O:25]1.CC([O-])=O.[K+].C(Cl)Cl, predict the reaction product. The product is: [CH3:22][O:21][C:20]1[CH:19]=[CH:18][C:4]([CH2:5][O:6][C:7]2[CH:12]=[CH:11][CH:10]=[CH:9][C:8]=2[CH2:13][C:14]([O:16][CH3:17])=[O:15])=[CH:3][C:2]=1[B:26]1[O:27][C:28]([CH3:30])([CH3:29])[C:24]([CH3:40])([CH3:23])[O:25]1.